Dataset: Full USPTO retrosynthesis dataset with 1.9M reactions from patents (1976-2016). Task: Predict the reactants needed to synthesize the given product. (1) The reactants are: C(O)=O.[Cl:4][C:5]1[C:6]([C:17]2[N:21]([CH3:22])[C:20]3[CH:23]=[CH:24][CH:25]=[CH:26][C:19]=3[N:18]=2)=[N:7][C:8]([N:11]2[CH2:16][CH2:15][NH:14][CH2:13][CH2:12]2)=[CH:9][CH:10]=1.[CH3:27][N:28]=[C:29]=[O:30]. Given the product [Cl:4][C:5]1[CH:10]=[CH:9][C:8]([N:11]2[CH2:12][CH2:13][N:14]([C:29]([NH:28][CH3:27])=[O:30])[CH2:15][CH2:16]2)=[N:7][C:6]=1[C:17]1[N:21]([CH3:22])[C:20]2[CH:23]=[CH:24][CH:25]=[CH:26][C:19]=2[N:18]=1, predict the reactants needed to synthesize it. (2) Given the product [CH2:27]([C:2]1[C:3]([CH:23]([CH3:25])[CH3:24])=[N:4][C:5]([N:10]2[CH2:15][CH2:14][N:13]([C:16](=[O:21])[CH2:17][CH2:18][O:19][CH3:20])[C@H:12]([CH3:22])[CH2:11]2)=[C:6]([CH:9]=1)[C:7]#[N:8])[C:28]1[CH:33]=[CH:32][CH:31]=[CH:30][CH:29]=1, predict the reactants needed to synthesize it. The reactants are: Br[C:2]1[C:3]([CH:23]([CH3:25])[CH3:24])=[N:4][C:5]([N:10]2[CH2:15][CH2:14][N:13]([C:16](=[O:21])[CH2:17][CH2:18][O:19][CH3:20])[C@H:12]([CH3:22])[CH2:11]2)=[C:6]([CH:9]=1)[C:7]#[N:8].[Br-].[CH2:27]([Zn+])[C:28]1[CH:33]=[CH:32][CH:31]=[CH:30][CH:29]=1. (3) Given the product [F:30][CH:17]([F:29])[CH:2]([OH:1])[CH2:3][O:4][C:5]1[CH:9]=[C:8]([C:10]([O:12][CH3:13])=[O:11])[O:7][N:6]=1, predict the reactants needed to synthesize it. The reactants are: [OH:1][CH:2](C=C)[CH2:3][O:4][C:5]1[CH:9]=[C:8]([C:10]([O:12][CH3:13])=[O:11])[O:7][N:6]=1.F[C:17]([F:30])([F:29])S(O[Si](C(C)(C)C)(C)C)(=O)=O.CC1C=CC=C(C)N=1.Cl. (4) Given the product [CH:1]1([N:7]=[C:8]=[N:16][C:10]2[CH:15]=[CH:14][CH:13]=[CH:12][CH:11]=2)[CH2:6][CH2:5][CH2:4][CH2:3][CH2:2]1, predict the reactants needed to synthesize it. The reactants are: [C:1]1([N:7]=[C:8]=S)[CH:6]=[CH:5][CH:4]=[CH:3][CH:2]=1.[CH:10]1([NH2:16])[CH2:15][CH2:14][CH2:13][CH2:12][CH2:11]1.C(N(CC)CC)C.II.